Dataset: Peptide-MHC class I binding affinity with 185,985 pairs from IEDB/IMGT. Task: Regression. Given a peptide amino acid sequence and an MHC pseudo amino acid sequence, predict their binding affinity value. This is MHC class I binding data. (1) The peptide sequence is ITMYVAFEQ. The MHC is HLA-A26:01 with pseudo-sequence HLA-A26:01. The binding affinity (normalized) is 0.0847. (2) The peptide sequence is RASHFRKLF. The binding affinity (normalized) is 0.0847. The MHC is HLA-A26:01 with pseudo-sequence HLA-A26:01. (3) The binding affinity (normalized) is 0.112. The MHC is HLA-A02:06 with pseudo-sequence HLA-A02:06. The peptide sequence is KLFKRERDA. (4) The peptide sequence is LLIAITAFT. The MHC is HLA-A02:02 with pseudo-sequence HLA-A02:02. The binding affinity (normalized) is 0.665. (5) The peptide sequence is CVDHPFIYV. The MHC is HLA-A68:02 with pseudo-sequence HLA-A68:02. The binding affinity (normalized) is 0.850. (6) The peptide sequence is NITHTNITTL. The MHC is HLA-A02:01 with pseudo-sequence HLA-A02:01. The binding affinity (normalized) is 0.148. (7) The peptide sequence is VAEHRFENM. The MHC is HLA-A68:02 with pseudo-sequence HLA-A68:02. The binding affinity (normalized) is 0.224.